From a dataset of Catalyst prediction with 721,799 reactions and 888 catalyst types from USPTO. Predict which catalyst facilitates the given reaction. (1) Reactant: [Br:1][C:2]1[CH:7]=[CH:6][C:5]([C:8]([NH:10][C:11]2[N:15]([CH3:16])[N:14]=[CH:13][C:12]=2[C:17]([O:19]CC)=[O:18])=[O:9])=[C:4]([F:22])[CH:3]=1.[OH-].[Na+].[OH-].[K+].Cl. Product: [Br:1][C:2]1[CH:7]=[CH:6][C:5]([C:8]([NH:10][C:11]2[N:15]([CH3:16])[N:14]=[CH:13][C:12]=2[C:17]([OH:19])=[O:18])=[O:9])=[C:4]([F:22])[CH:3]=1. The catalyst class is: 278. (2) Reactant: [CH3:1][C:2]1[CH:11]=[C:10]2[C:5]([CH:6]=[CH:7][CH:8]=[N:9]2)=[CH:4][CH:3]=1.BrN1C(=[O:18])CCC1=O.N(C(C)(C)C#N)=NC(C)(C)C#N. Product: [N:9]1[C:10]2[C:5](=[CH:4][CH:3]=[C:2]([CH2:1][OH:18])[CH:11]=2)[CH:6]=[CH:7][CH:8]=1. The catalyst class is: 13.